From a dataset of Forward reaction prediction with 1.9M reactions from USPTO patents (1976-2016). Predict the product of the given reaction. Given the reactants [F:1][C:2]([F:13])([C:6]1[CH:11]=[CH:10][C:9]([F:12])=[CH:8][N:7]=1)[C:3]([O-])=O.[Na+].[NH2:15][C:16]1[CH:24]=[C:23]([Br:25])[CH:22]=[CH:21][C:17]=1[C:18]([NH2:20])=[O:19].C[Si](OP(=O)=O)(C)C.CCOC(C)=O, predict the reaction product. The product is: [Br:25][C:23]1[CH:24]=[C:16]2[C:17]([C:18]([OH:19])=[N:20][C:3]([C:2]([F:13])([F:1])[C:6]3[CH:11]=[CH:10][C:9]([F:12])=[CH:8][N:7]=3)=[N:15]2)=[CH:21][CH:22]=1.